Predict the reaction yield, written as a fraction of the theoretical maximum amount of product (1.0 means a 100% yield; for example, 0.34 means a 34% yield). From a dataset of Reaction yield outcomes from USPTO patents with 853,638 reactions. (1) The yield is 0.730. The catalyst is [OH-].[K+].[Cl-].C([N+](C)(C)C)CCCCCCCCCCCCCCC. The reactants are [CH3:1][O:2][C:3]1[CH:10]=[CH:9][C:8]([C:11]2[S:12][CH:13]=[CH:14][CH:15]=2)=[CH:7][C:4]=1[CH:5]=O.[OH:16][C:17]1[CH:22]=[CH:21][C:20]([C:23](=[O:25])[CH3:24])=[CH:19][C:18]=1[O:26][CH3:27].S(=O)(=O)(O)O.[Cl-].[Na+]. The product is [CH3:1][O:2][C:3]1[CH:10]=[CH:9][C:8]([C:11]2[S:12][CH:13]=[CH:14][CH:15]=2)=[CH:7][C:4]=1[CH:5]=[CH:24][C:23]([C:20]1[CH:21]=[CH:22][C:17]([OH:16])=[C:18]([O:26][CH3:27])[CH:19]=1)=[O:25]. (2) The product is [CH3:24][C:22]1[C:21]2[C:16](=[CH:17][C:18]([C:25]#[C:26][CH2:27][C:28]3[CH:33]=[CH:32][CH:31]=[CH:30][CH:29]=3)=[CH:19][CH:20]=2)[C:15](=[O:34])[N:14]([CH2:13][C:10]2[CH:9]=[CH:8][C:7]([C:6]([OH:35])=[O:5])=[CH:12][CH:11]=2)[CH:23]=1. The catalyst is FC(CC(O)=O)(F)F. The reactants are C([O:5][C:6](=[O:35])[C:7]1[CH:12]=[CH:11][C:10]([CH2:13][N:14]2[CH:23]=[C:22]([CH3:24])[C:21]3[C:16](=[CH:17][C:18]([C:25]#[C:26][CH2:27][C:28]4[CH:33]=[CH:32][CH:31]=[CH:30][CH:29]=4)=[CH:19][CH:20]=3)[C:15]2=[O:34])=[CH:9][CH:8]=1)(C)(C)C. The yield is 0.152. (3) The reactants are [CH3:1][N:2]([CH3:28])[C:3]([C:5]1[CH:6]=[C:7]([C:23]([O:25]CC)=[O:24])[C:8](=[O:22])[N:9]([C:12]2[CH:17]=[CH:16][CH:15]=[C:14]([C:18]([F:21])([F:20])[F:19])[CH:13]=2)[C:10]=1[CH3:11])=[O:4].[OH-].[Na+]. The catalyst is C1COCC1.O. The product is [CH3:28][N:2]([CH3:1])[C:3]([C:5]1[CH:6]=[C:7]([C:23]([OH:25])=[O:24])[C:8](=[O:22])[N:9]([C:12]2[CH:17]=[CH:16][CH:15]=[C:14]([C:18]([F:20])([F:19])[F:21])[CH:13]=2)[C:10]=1[CH3:11])=[O:4]. The yield is 0.770. (4) The reactants are Br[Mg][CH2:3][CH:4]=[CH2:5].[F:6][C:7]1[CH:8]=[CH:9][C:10]2[CH2:17][C:16]3[CH:18]=[CH:19][CH:20]=[CH:21][C:15]=3[CH:13]3[O:14][CH:12]3[C:11]=2[CH:22]=1. The catalyst is O1CCCC1. The product is [F:6][C:7]1[CH:8]=[CH:9][C:10]2[CH2:17][C:16]3[CH:18]=[CH:19][CH:20]=[CH:21][C:15]=3[C@@H:13]([CH2:5][CH:4]=[CH2:3])[C@H:12]([OH:14])[C:11]=2[CH:22]=1.[F:6][C:7]1[CH:8]=[CH:9][C:10]2[CH2:17][C:16]3[CH:18]=[CH:19][CH:20]=[CH:21][C:15]=3[C@@H:13]([OH:14])[C@H:12]([CH2:5][CH:4]=[CH2:3])[C:11]=2[CH:22]=1. The yield is 0.360.